Dataset: Reaction yield outcomes from USPTO patents with 853,638 reactions. Task: Predict the reaction yield, written as a fraction of the theoretical maximum amount of product (1.0 means a 100% yield; for example, 0.34 means a 34% yield). (1) The reactants are [Br:1][C:2]1([CH2:7][CH2:8][CH2:9][CH2:10][O:11]C(=O)C2C=CC(C)=CC=2)[CH2:4][C:3]1([Br:6])[Br:5].C(=O)([O-])[O-].[K+].[K+].O. The catalyst is CO. The product is [Br:1][C:2]1([CH2:7][CH2:8][CH2:9][CH2:10][OH:11])[CH2:4][C:3]1([Br:6])[Br:5]. The yield is 0.740. (2) The reactants are [CH3:1][C:2]([O:5][C:6]([N:8]1[CH2:13][CH:12]=[C:11](OS(C(F)(F)F)(=O)=O)[CH2:10][CH2:9]1)=[O:7])([CH3:4])[CH3:3].[CH3:22][C:23]1([CH3:39])[C:27]([CH3:29])([CH3:28])[O:26][B:25]([B:25]2[O:26][C:27]([CH3:29])([CH3:28])[C:23]([CH3:39])([CH3:22])[O:24]2)[O:24]1.C(O[K])(C)=O. The catalyst is O1CCOCC1.O.C1C=CC(P(C2C=CC=CC=2)[C-]2C=CC=C2)=CC=1.C1C=CC(P(C2C=CC=CC=2)[C-]2C=CC=C2)=CC=1.Cl[Pd]Cl.[Fe+2].C1C=CC(P(C2C=CC=CC=2)[C-]2C=CC=C2)=CC=1.C1C=CC(P(C2C=CC=CC=2)[C-]2C=CC=C2)=CC=1.[Fe+2]. The product is [CH3:22][C:23]1([CH3:39])[C:27]([CH3:29])([CH3:28])[O:26][B:25]([C:11]2[CH2:10][CH2:9][N:8]([C:6]([O:5][C:2]([CH3:4])([CH3:3])[CH3:1])=[O:7])[CH2:13][CH:12]=2)[O:24]1. The yield is 0.790. (3) The reactants are [OH-].[K+].[CH:3]1([N:8]2[CH2:13][CH2:12][N:11]([C:14]3[CH:19]=[CH:18][C:17]([OH:20])=[CH:16][CH:15]=3)[CH2:10][CH2:9]2)[CH2:7][CH2:6][CH2:5][CH2:4]1.[F:21][C:22]1[CH:29]=[CH:28][C:25]([CH2:26]Cl)=[CH:24][CH:23]=1.C([O-])(O)=O.[Na+]. The catalyst is C(O)C. The product is [CH:3]1([N:8]2[CH2:13][CH2:12][N:11]([C:14]3[CH:15]=[CH:16][C:17]([O:20][CH2:26][C:25]4[CH:28]=[CH:29][C:22]([F:21])=[CH:23][CH:24]=4)=[CH:18][CH:19]=3)[CH2:10][CH2:9]2)[CH2:7][CH2:6][CH2:5][CH2:4]1. The yield is 0.350. (4) The reactants are Cl[C:2]1[C:7]([CH3:8])=[N:6][C:5]([CH3:9])=[CH:4][N:3]=1.[C:10]1(B(O)O)[C:19]2[C:14](=[CH:15][CH:16]=[CH:17][CH:18]=2)[CH:13]=[CH:12][CH:11]=1.C(=O)([O-])[O-].[Na+].[Na+]. The catalyst is C1C=CC(P(C2C=CC=CC=2)C2C=CC=CC=2)=CC=1.C1C=CC(P(C2C=CC=CC=2)C2C=CC=CC=2)=CC=1.Cl[Pd]Cl.O.C(#N)C. The product is [C:18]1([C:2]2[C:7]([CH3:8])=[N:6][C:5]([CH3:9])=[CH:4][N:3]=2)[C:19]2[C:14](=[CH:13][CH:12]=[CH:11][CH:10]=2)[CH:15]=[CH:16][CH:17]=1. The yield is 0.590. (5) The reactants are [CH3:1][O:2][C:3](=[O:15])[C:4]1[CH:9]=[C:8](I)[C:7]([CH:11]([F:13])[F:12])=[CH:6][C:5]=1[NH2:14].[CH:16]([N:19]1[C:23]([Sn](CCCC)(CCCC)CCCC)=[CH:22][CH:21]=[N:20]1)([CH3:18])[CH3:17]. The catalyst is O1CCOCC1.C1C=CC(P(C2C=CC=CC=2)[C-]2C=CC=C2)=CC=1.C1C=CC(P(C2C=CC=CC=2)[C-]2C=CC=C2)=CC=1.Cl[Pd]Cl.[Fe+2]. The yield is 0.540. The product is [CH3:1][O:2][C:3](=[O:15])[C:4]1[CH:9]=[C:8]([C:23]2[N:19]([CH:16]([CH3:18])[CH3:17])[N:20]=[CH:21][CH:22]=2)[C:7]([CH:11]([F:13])[F:12])=[CH:6][C:5]=1[NH2:14]. (6) The reactants are [CH3:1][N:2]1[C:10]2[C:5](=[CH:6][CH:7]=[CH:8][CH:9]=2)[C:4]([C:11]([O:13]C)=O)=[CH:3]1.[CH3:15][NH2:16]. No catalyst specified. The product is [CH3:15][NH:16][C:11]([C:4]1[C:5]2[C:10](=[CH:9][CH:8]=[CH:7][CH:6]=2)[N:2]([CH3:1])[CH:3]=1)=[O:13]. The yield is 0.560.